Task: Predict the reactants needed to synthesize the given product.. Dataset: Full USPTO retrosynthesis dataset with 1.9M reactions from patents (1976-2016) (1) Given the product [CH3:34][C:33]([O:32][C:30]([N:6]1[CH2:7][CH2:8][NH:3][CH:4]([C:9]([OH:11])([C:20]2[CH:19]=[CH:21][CH:50]=[CH:49][CH:48]=2)[C:22]2[CH:27]=[CH:26][CH:25]=[CH:24][CH:23]=2)[CH2:5]1)=[O:31])([CH3:36])[CH3:35], predict the reactants needed to synthesize it. The reactants are: Cl.Cl.[NH:3]1[CH2:8][CH2:7][NH:6][CH2:5][CH:4]1[C:9]([O:11]C)=O.C(N([CH:19]([CH3:21])[CH3:20])CC)(C)C.[C:22]1([Mg]Br)[CH:27]=[CH:26][CH:25]=[CH:24][CH:23]=1.[C:30](O[C:30]([O:32][C:33]([CH3:36])([CH3:35])[CH3:34])=[O:31])([O:32][C:33]([CH3:36])([CH3:35])[CH3:34])=[O:31].[Cl-].[NH4+].O1C[CH2:50][CH2:49][CH2:48]1. (2) Given the product [C:14]1([NH:13][C@H:11]2[C@:2]3([OH:1])[C@H:7]([CH2:6][CH2:5][CH2:4][CH2:3]3)[CH2:8][CH2:9][CH2:10]2)[CH:19]=[CH:18][CH:17]=[CH:16][CH:15]=1, predict the reactants needed to synthesize it. The reactants are: [OH:1][C@@:2]12[C:11](=O)[CH2:10][CH2:9][CH2:8][C@H:7]1[CH2:6][CH2:5][CH2:4][CH2:3]2.[NH2:13][C:14]1[CH:19]=[CH:18][CH:17]=[CH:16][CH:15]=1.C(O[BH-](OC(=O)C)OC(=O)C)(=O)C.[Na+]. (3) Given the product [C:33]([O:32][C:30]([NH:29][C:23]1([C:26](=[O:27])[NH:1][C@H:2]([C:6]2[CH:7]=[CH:8][C:9]([Cl:12])=[CH:10][CH:11]=2)[CH2:3][CH2:4][OH:5])[CH2:22][CH2:21][N:20]([C:18]([O:17][C:13]([CH3:16])([CH3:15])[CH3:14])=[O:19])[CH2:25][CH2:24]1)=[O:31])([CH3:36])([CH3:35])[CH3:34], predict the reactants needed to synthesize it. The reactants are: [NH2:1][C@H:2]([C:6]1[CH:11]=[CH:10][C:9]([Cl:12])=[CH:8][CH:7]=1)[CH2:3][CH2:4][OH:5].[C:13]([O:17][C:18]([N:20]1[CH2:25][CH2:24][C:23]([NH:29][C:30]([O:32][C:33]([CH3:36])([CH3:35])[CH3:34])=[O:31])([C:26](O)=[O:27])[CH2:22][CH2:21]1)=[O:19])([CH3:16])([CH3:15])[CH3:14].CCN(C(C)C)C(C)C.F[P-](F)(F)(F)(F)F.N1(OC(N(C)C)=[N+](C)C)C2N=CC=CC=2N=N1. (4) The reactants are: [CH3:1][O:2][C:3]1[CH:50]=[CH:49][C:6]([CH2:7][N:8]([C:44]2[S:45][CH:46]=[CH:47][N:48]=2)[S:9]([C:12]2[CH:13]=[CH:14][C:15]3[N:20]([C:21]4[CH:26]=[CH:25][C:24]([N+:27]([O-])=O)=[CH:23][C:22]=4[C:30]4[CH2:35][CH2:34][N:33]([C:36]([O:38][C:39]([CH3:42])([CH3:41])[CH3:40])=[O:37])[CH2:32][CH:31]=4)[CH2:19][CH2:18][O:17][C:16]=3[CH:43]=2)(=[O:11])=[O:10])=[CH:5][CH:4]=1.[Sn](Cl)Cl. Given the product [NH2:27][C:24]1[CH:25]=[CH:26][C:21]([N:20]2[CH2:19][CH2:18][O:17][C:16]3[CH:43]=[C:12]([S:9](=[O:10])(=[O:11])[N:8]([CH2:7][C:6]4[CH:5]=[CH:4][C:3]([O:2][CH3:1])=[CH:50][CH:49]=4)[C:44]4[S:45][CH:46]=[CH:47][N:48]=4)[CH:13]=[CH:14][C:15]2=3)=[C:22]([C:30]2[CH2:35][CH2:34][N:33]([C:36]([O:38][C:39]([CH3:41])([CH3:42])[CH3:40])=[O:37])[CH2:32][CH:31]=2)[CH:23]=1, predict the reactants needed to synthesize it. (5) Given the product [CH3:19][O:20][C:21]1[CH:26]=[CH:25][C:24]([C:16](=[O:17])[CH2:15][C:9]2[CH:14]=[CH:13][CH:12]=[CH:11][CH:10]=2)=[CH:23][C:22]=1[C:27]1[C:28]([CH2:40][O:41][C:42](=[O:50])[C:43]2[CH:48]=[CH:47][C:46]([CH3:49])=[CH:45][CH:44]=2)=[C:29]2[C:34](=[CH:35][CH:36]=1)[NH:33][C:32]([CH3:38])([CH3:37])[CH:31]=[C:30]2[CH3:39], predict the reactants needed to synthesize it. The reactants are: [Cl-].[Al+3].[Cl-].[Cl-].ClC(Cl)C.[C:9]1([CH2:15][C:16](Cl)=[O:17])[CH:14]=[CH:13][CH:12]=[CH:11][CH:10]=1.[CH3:19][O:20][C:21]1[CH:26]=[CH:25][CH:24]=[CH:23][C:22]=1[C:27]1[C:28]([CH2:40][O:41][C:42](=[O:50])[C:43]2[CH:48]=[CH:47][C:46]([CH3:49])=[CH:45][CH:44]=2)=[C:29]2[C:34](=[CH:35][CH:36]=1)[NH:33][C:32]([CH3:38])([CH3:37])[CH:31]=[C:30]2[CH3:39]. (6) The reactants are: Cl[C:2]1[CH:3]=[CH:4][C:5]([C:12]([F:15])([F:14])[F:13])=[C:6]([CH:11]=1)[C:7]([O:9][CH3:10])=[O:8].O.CCOC(C)=O.C[C:24]([N:26](C)C)=O. Given the product [C:24]([C:2]1[CH:3]=[CH:4][C:5]([C:12]([F:15])([F:14])[F:13])=[C:6]([CH:11]=1)[C:7]([O:9][CH3:10])=[O:8])#[N:26], predict the reactants needed to synthesize it.